From a dataset of Peptide-MHC class I binding affinity with 185,985 pairs from IEDB/IMGT. Regression. Given a peptide amino acid sequence and an MHC pseudo amino acid sequence, predict their binding affinity value. This is MHC class I binding data. (1) The peptide sequence is RLISMMGFK. The MHC is HLA-A31:01 with pseudo-sequence HLA-A31:01. The binding affinity (normalized) is 0.571. (2) The peptide sequence is AYMLFTKFF. The MHC is HLA-A29:02 with pseudo-sequence HLA-A29:02. The binding affinity (normalized) is 0.0300. (3) The MHC is HLA-A24:02 with pseudo-sequence HLA-A24:02. The peptide sequence is LPSCPTNFCIF. The binding affinity (normalized) is 0.352. (4) The peptide sequence is ITPTIEDDKIV. The MHC is Mamu-A01 with pseudo-sequence Mamu-A01. The binding affinity (normalized) is 1.00.